This data is from Reaction yield outcomes from USPTO patents with 853,638 reactions. The task is: Predict the reaction yield, written as a fraction of the theoretical maximum amount of product (1.0 means a 100% yield; for example, 0.34 means a 34% yield). (1) The reactants are CN(C)[CH:3]=[O:4].P(Cl)(Cl)(Cl)=O.[Cl:11][C:12]1[N:17]2[N:18]=[C:19]([C:21]3[CH:26]=[CH:25][CH:24]=[C:23]([CH3:27])[CH:22]=3)[CH:20]=[C:16]2[CH:15]=[CH:14][CH:13]=1.O. The catalyst is ClCCl. The product is [Cl:11][C:12]1[N:17]2[N:18]=[C:19]([C:21]3[CH:26]=[CH:25][CH:24]=[C:23]([CH3:27])[CH:22]=3)[C:20]([CH:3]=[O:4])=[C:16]2[CH:15]=[CH:14][CH:13]=1. The yield is 0.790. (2) The reactants are [NH2:1][C:2]1[CH:3]=[C:4]([CH:21]=[CH:22][CH:23]=1)[CH2:5][N:6]1[CH:15]=[CH:14][C:13]2[C:8](=[CH:9][C:10]([C:16]([O:18][CH3:19])=[O:17])=[CH:11][CH:12]=2)[C:7]1=[O:20].Cl.[C:25]([O:29][C:30]([N:32]1[CH2:37][CH2:36][C:35]([CH3:41])([C:38](O)=[O:39])[CH2:34][CH2:33]1)=[O:31])([CH3:28])([CH3:27])[CH3:26].Cl.CN(C)CCCN=C=NCC. The catalyst is N1C=CC=CC=1. The product is [C:25]([O:29][C:30]([N:32]1[CH2:37][CH2:36][C:35]([C:38]([NH:1][C:2]2[CH:3]=[C:4]([CH:21]=[CH:22][CH:23]=2)[CH2:5][N:6]2[CH:15]=[CH:14][C:13]3[C:8](=[CH:9][C:10]([C:16]([O:18][CH3:19])=[O:17])=[CH:11][CH:12]=3)[C:7]2=[O:20])=[O:39])([CH3:41])[CH2:34][CH2:33]1)=[O:31])([CH3:28])([CH3:27])[CH3:26]. The yield is 0.830. (3) The product is [N:16]1[CH:17]=[CH:18][CH:19]=[C:14]([O:13][C:12]2[CH:20]=[CH:21][C:9]([OH:8])=[CH:10][CH:11]=2)[CH:15]=1. The catalyst is [Pd].CCO. The reactants are C([O:8][C:9]1[CH:21]=[CH:20][C:12]([O:13][C:14]2[CH:15]=[N:16][CH:17]=[CH:18][CH:19]=2)=[CH:11][CH:10]=1)C1C=CC=CC=1.C1COCC1. The yield is 1.00. (4) The reactants are Cl.[F:2][C@@H:3]1[CH2:7][NH:6][C@H:5]([C:8]([O:10][CH3:11])=[O:9])[CH2:4]1.C(N(CC)CC)C.[C:19]([C:23]1[CH:28]=[C:27]([CH3:29])[C:26]([S:30](F)=[O:31])=[C:25]([CH3:33])[CH:24]=1)([CH3:22])([CH3:21])[CH3:20]. The yield is 0.780. The catalyst is ClCCl. The product is [C:19]([C:23]1[CH:24]=[C:25]([CH3:33])[C:26]([S:30]([N:6]2[CH2:7][C@@H:3]([F:2])[CH2:4][C@H:5]2[C:8]([O:10][CH3:11])=[O:9])=[O:31])=[C:27]([CH3:29])[CH:28]=1)([CH3:22])([CH3:21])[CH3:20]. (5) The reactants are C([NH:4]/[N:5]=[CH:6]/[C:7]1[CH:17]=[N:16][CH:15]=[C:14]([Cl:18])[C:8]=1[C:9](OCC)=[O:10])(=O)C.[OH-].[Na+].C([O-])(O)=O.[Na+]. The catalyst is O1CCOCC1. The product is [Cl:18][C:14]1[C:8]2[C:9](=[O:10])[NH:4][N:5]=[CH:6][C:7]=2[CH:17]=[N:16][CH:15]=1. The yield is 0.169. (6) The reactants are [CH3:1][N:2]1[CH2:7][CH2:6][N:5]([C:8]([O:10][C:11]2[C:12]3[CH:61]=[CH:60][CH:59]=[CH:58][C:13]=3[C:14]3[C@H:15]([CH2:56][Cl:57])[CH2:16][N:17]([C:20](=[O:55])[CH2:21][CH2:22][CH2:23][CH2:24][CH2:25][O:26][C:27]4[CH:32]=[C:31]([NH:33]C(OC(C)(C)C)=O)[C:30]([C:41]([N:43]5[CH2:47][CH2:46][CH2:45][C@H:44]5[CH2:48][O:49][C:50](=[O:52])[CH3:51])=[O:42])=[CH:29][C:28]=4[O:53][CH3:54])[C:18]=3[CH:19]=2)=[O:9])[CH2:4][CH2:3]1.C(O)(C(F)(F)F)=O.C([O-])(O)=O.[Na+].O. The catalyst is C(Cl)Cl. The product is [CH3:1][N:2]1[CH2:7][CH2:6][N:5]([C:8]([O:10][C:11]2[C:12]3[CH:61]=[CH:60][CH:59]=[CH:58][C:13]=3[C:14]3[C@H:15]([CH2:56][Cl:57])[CH2:16][N:17]([C:20](=[O:55])[CH2:21][CH2:22][CH2:23][CH2:24][CH2:25][O:26][C:27]4[CH:32]=[C:31]([NH2:33])[C:30]([C:41]([N:43]5[CH2:47][CH2:46][CH2:45][C@H:44]5[CH2:48][O:49][C:50](=[O:52])[CH3:51])=[O:42])=[CH:29][C:28]=4[O:53][CH3:54])[C:18]=3[CH:19]=2)=[O:9])[CH2:4][CH2:3]1. The yield is 0.920. (7) The catalyst is C1C=CC=CC=1.CO. The yield is 0.670. The reactants are [Cl:1][C:2]1[C:3]([OH:11])=[N:4][CH:5]=[C:6]([C:8]([OH:10])=[O:9])[CH:7]=1.[Si](C=[N+]=[N-])(C)(C)[CH3:13]. The product is [Cl:1][C:2]1[C:3]([OH:11])=[N:4][CH:5]=[C:6]([C:8]([O:10][CH3:13])=[O:9])[CH:7]=1.